Dataset: Peptide-MHC class I binding affinity with 185,985 pairs from IEDB/IMGT. Task: Regression. Given a peptide amino acid sequence and an MHC pseudo amino acid sequence, predict their binding affinity value. This is MHC class I binding data. (1) The peptide sequence is WTGNYFTDT. The MHC is HLA-A11:01 with pseudo-sequence HLA-A11:01. The binding affinity (normalized) is 0. (2) The peptide sequence is SSSLTSLLK. The MHC is HLA-A68:01 with pseudo-sequence HLA-A68:01. The binding affinity (normalized) is 0.155. (3) The peptide sequence is SFWFFHPPY. The MHC is HLA-B35:01 with pseudo-sequence HLA-B35:01. The binding affinity (normalized) is 0.458. (4) The peptide sequence is VTDLENRLKK. The MHC is HLA-A31:01 with pseudo-sequence HLA-A31:01. The binding affinity (normalized) is 0.0261. (5) The peptide sequence is PTNDIPSLFI. The MHC is HLA-A68:02 with pseudo-sequence HLA-A68:02. The binding affinity (normalized) is 0.0648. (6) The peptide sequence is YKKLKFRFI. The MHC is HLA-B08:01 with pseudo-sequence HLA-B08:01. The binding affinity (normalized) is 0.512. (7) The peptide sequence is SDYLELDEI. The MHC is Mamu-B01 with pseudo-sequence Mamu-B01. The binding affinity (normalized) is 0.935. (8) The peptide sequence is FIMAYVNQAH. The MHC is HLA-A68:01 with pseudo-sequence HLA-A68:01. The binding affinity (normalized) is 0.247.